Dataset: Forward reaction prediction with 1.9M reactions from USPTO patents (1976-2016). Task: Predict the product of the given reaction. (1) The product is: [CH3:1][O:3][C:4]([CH:6]1[CH2:11][CH2:10][N:9]([C:12]([O:14][C:15]([CH3:18])([CH3:16])[CH3:17])=[O:13])[CH2:8][CH:7]1[C:19]1[CH:24]=[CH:23][C:22]([F:25])=[C:21]([F:26])[CH:20]=1)=[O:5]. Given the reactants [CH2:1]([O:3][C:4]([CH:6]1[CH2:11][CH2:10][N:9]([C:12]([O:14][C:15]([CH3:18])([CH3:17])[CH3:16])=[O:13])[CH2:8][CH:7]1[C:19]1[CH:24]=[CH:23][C:22]([F:25])=[C:21]([F:26])[CH:20]=1)=[O:5])C.C[O-].[Na+], predict the reaction product. (2) Given the reactants C([O:5][C:6](=[O:26])[C:7]([S:10][C:11]1[S:12][CH:13]=[C:14]([CH2:16][CH2:17][NH:18][C:19]2[N:24]=[CH:23][C:22](Br)=[CH:21][N:20]=2)[N:15]=1)([CH3:9])[CH3:8])(C)(C)C.[S:27]1[CH:31]=[CH:30][CH:29]=[C:28]1B(O)O.[F:35][C:36]([F:41])([F:40])[C:37]([OH:39])=[O:38], predict the reaction product. The product is: [F:35][C:36]([F:41])([F:40])[C:37]([OH:39])=[O:38].[CH3:9][C:7]([S:10][C:11]1[S:12][CH:13]=[C:14]([CH2:16][CH2:17][NH:18][C:19]2[N:20]=[CH:21][C:22]([C:28]3[S:27][CH:31]=[CH:30][CH:29]=3)=[CH:23][N:24]=2)[N:15]=1)([CH3:8])[C:6]([OH:5])=[O:26]. (3) Given the reactants [N:1]1[C:10]2[C:5](=[CH:6][C:7]([CH2:11][C:12]([OH:14])=O)=[CH:8][CH:9]=2)[CH:4]=[CH:3][CH:2]=1.C1N=CN(C(N2C=NC=C2)=O)C=1.CS(O)(=O)=O.[NH2:32][CH2:33][C:34]1[CH:35]=[C:36]2[C:40](=[CH:41][CH:42]=1)[C:39](=[O:43])[N:38]([CH:44]1[CH2:49][CH2:48][C:47](=[O:50])[NH:46][C:45]1=[O:51])[CH2:37]2.O, predict the reaction product. The product is: [O:51]=[C:45]1[CH:44]([N:38]2[CH2:37][C:36]3[C:40](=[CH:41][CH:42]=[C:34]([CH2:33][NH:32][C:12](=[O:14])[CH2:11][C:7]4[CH:6]=[C:5]5[C:10](=[CH:9][CH:8]=4)[N:1]=[CH:2][CH:3]=[CH:4]5)[CH:35]=3)[C:39]2=[O:43])[CH2:49][CH2:48][C:47](=[O:50])[NH:46]1. (4) Given the reactants [SH:1][C:2]1[N:6]=[CH:5][NH:4][N:3]=1.[CH2:7](Br)[C:8]1[CH:13]=[CH:12][CH:11]=[CH:10][CH:9]=1.C(OCC)(=O)C.C(=O)([O-])O.[Na+], predict the reaction product. The product is: [CH2:7]([S:1][C:2]1[N:6]=[CH:5][NH:4][N:3]=1)[C:8]1[CH:13]=[CH:12][CH:11]=[CH:10][CH:9]=1. (5) Given the reactants [Mg].II.Br[C:5]1[CH:10]=[CH:9][C:8]([Br:11])=[CH:7][CH:6]=1.[C:12]([C:14]([N:17]1[CH2:22][CH2:21][CH2:20][CH2:19][CH2:18]1)(C)[CH3:15])#N.C(=O)([O-])[O-].[K+].[K+], predict the reaction product. The product is: [Br:11][C:8]1[CH:9]=[CH:10][C:5]([C:14]([N:17]2[CH2:22][CH2:21][CH2:20][CH2:19][CH2:18]2)([CH3:15])[CH3:12])=[CH:6][CH:7]=1. (6) Given the reactants [F:1][C:2]1[CH:7]=[C:6]([N+:8]([O-:10])=[O:9])[CH:5]=[CH:4][C:3]=1[C:11]([CH3:15])([CH3:14])[CH2:12][NH2:13].[C:16](Cl)(=[O:18])[CH3:17].C(N(CC)CC)C, predict the reaction product. The product is: [F:1][C:2]1[CH:7]=[C:6]([N+:8]([O-:10])=[O:9])[CH:5]=[CH:4][C:3]=1[C:11]([CH3:15])([CH3:14])[CH2:12][NH:13][C:16](=[O:18])[CH3:17]. (7) Given the reactants [Cl:1][C:2]1[C:7](I)=[CH:6][N:5]=[C:4]([N:9]=[CH:10][N:11]([CH:15]([CH3:17])[CH3:16])[CH:12]([CH3:14])[CH3:13])[N:3]=1.[Cl:18][C:19]1[CH:24]=[CH:23][C:22]([C:25]#[CH:26])=[CH:21][CH:20]=1, predict the reaction product. The product is: [Cl:1][C:2]1[C:7]([C:26]#[C:25][C:22]2[CH:23]=[CH:24][C:19]([Cl:18])=[CH:20][CH:21]=2)=[CH:6][N:5]=[C:4]([N:9]=[CH:10][N:11]([CH:15]([CH3:17])[CH3:16])[CH:12]([CH3:14])[CH3:13])[N:3]=1.